Predict the product of the given reaction. From a dataset of Forward reaction prediction with 1.9M reactions from USPTO patents (1976-2016). (1) Given the reactants F[C:2]1[CH:7]=[CH:6][C:5]([C:8]2([CH2:12][C:13]([O:15][CH2:16][CH3:17])=[O:14])[CH2:11][O:10][CH2:9]2)=[CH:4][C:3]=1[N+:18]([O-:20])=[O:19].[CH2:21]([NH:25][CH2:26][CH:27]([CH3:29])[CH3:28])[CH:22]([CH3:24])[CH3:23].C(=O)([O-])[O-].[Cs+].[Cs+], predict the reaction product. The product is: [CH2:21]([N:25]([CH2:26][CH:27]([CH3:29])[CH3:28])[C:2]1[CH:7]=[CH:6][C:5]([C:8]2([CH2:12][C:13]([O:15][CH2:16][CH3:17])=[O:14])[CH2:11][O:10][CH2:9]2)=[CH:4][C:3]=1[N+:18]([O-:20])=[O:19])[CH:22]([CH3:24])[CH3:23]. (2) Given the reactants [NH2:1][C:2]1[S:3][C:4]([Br:9])=[C:5]([C:7]#[N:8])[N:6]=1.[C:10](O[C:10]([O:12][C:13]([CH3:16])([CH3:15])[CH3:14])=[O:11])([O:12][C:13]([CH3:16])([CH3:15])[CH3:14])=[O:11], predict the reaction product. The product is: [Br:9][C:4]1[S:3][C:2]([NH:1][C:10](=[O:11])[O:12][C:13]([CH3:16])([CH3:15])[CH3:14])=[N:6][C:5]=1[C:7]#[N:8]. (3) The product is: [CH2:1]([N:8]1[C:12](=[O:13])[CH2:11][N:10]([C:24]([O:23][CH2:16][C:17]2[CH:22]=[CH:21][CH:20]=[CH:19][CH:18]=2)=[O:25])[C:9]1([CH3:15])[CH3:14])[C:2]1[CH:3]=[CH:4][CH:5]=[CH:6][CH:7]=1. Given the reactants [CH2:1]([N:8]1[C:12](=[O:13])[CH2:11][NH:10][C:9]1([CH3:15])[CH3:14])[C:2]1[CH:7]=[CH:6][CH:5]=[CH:4][CH:3]=1.[CH2:16]([O:23][C:24](Cl)=[O:25])[C:17]1[CH:22]=[CH:21][CH:20]=[CH:19][CH:18]=1.OS([O-])(=O)=O.[K+].CCOCC, predict the reaction product. (4) Given the reactants [CH:1]1([C:5]2[C:15]([O:16][CH2:17][CH3:18])=[CH:14][C:8]([C:9](OCC)=[O:10])=[CH:7][C:6]=2[O:19][CH2:20][CH3:21])[CH2:4][CH2:3][CH2:2]1.[H-].[Al+3].[Li+].[H-].[H-].[H-].O.[OH-].[Na+], predict the reaction product. The product is: [CH:1]1([C:5]2[C:6]([O:19][CH2:20][CH3:21])=[CH:7][C:8]([CH:9]=[O:10])=[CH:14][C:15]=2[O:16][CH2:17][CH3:18])[CH2:2][CH2:3][CH2:4]1. (5) Given the reactants [CH3:1][O:2][C:3]1[CH:4]=[C:5]([NH:12][C@H:13]2[CH2:17][CH2:16][N:15]([CH2:18][CH2:19][O:20][CH3:21])[CH2:14]2)[CH:6]=[CH:7][C:8]=1[N+:9]([O-:11])=[O:10].[H-].[Na+].[CH3:24]I, predict the reaction product. The product is: [CH3:1][O:2][C:3]1[CH:4]=[C:5]([N:12]([CH3:24])[C@H:13]2[CH2:17][CH2:16][N:15]([CH2:18][CH2:19][O:20][CH3:21])[CH2:14]2)[CH:6]=[CH:7][C:8]=1[N+:9]([O-:11])=[O:10]. (6) Given the reactants [CH3:1][NH:2][S:3]([C:6]1[CH:7]=[C:8]2[C:12](=[CH:13][CH:14]=1)[NH:11][C:10](=[O:15])[CH2:9]2)(=[O:5])=[O:4].[CH3:16][O:17][C:18]1[CH:26]=[CH:25][CH:24]=[C:23]2[C:19]=1[CH:20]=[C:21]([CH:27]=O)[NH:22]2.N1CCCCC1, predict the reaction product. The product is: [CH3:1][NH:2][S:3]([C:6]1[CH:7]=[C:8]2[C:12](=[CH:13][CH:14]=1)[NH:11][C:10](=[O:15])[C:9]2=[CH:27][C:21]1[NH:22][C:23]2[C:19]([CH:20]=1)=[C:18]([O:17][CH3:16])[CH:26]=[CH:25][CH:24]=2)(=[O:5])=[O:4]. (7) The product is: [F:11][C:12]1[CH:17]=[C:16]([N+:18]([O-:20])=[O:19])[CH:15]=[CH:14][C:13]=1[O:21][C:2]1[C:3]2[NH:10][CH:9]=[CH:8][C:4]=2[N:5]=[CH:6][N:7]=1. Given the reactants Cl[C:2]1[C:3]2[NH:10][CH:9]=[CH:8][C:4]=2[N:5]=[CH:6][N:7]=1.[F:11][C:12]1[CH:17]=[C:16]([N+:18]([O-:20])=[O:19])[CH:15]=[CH:14][C:13]=1[OH:21].Cl, predict the reaction product. (8) Given the reactants [CH3:1][N:2]1[C:7]2[N:8]=[C:9](S(C)(=O)=O)[N:10]=[CH:11][C:6]=2[CH:5]=[CH:4][C:3]1=[O:16], predict the reaction product. The product is: [CH2:3]([NH:2][C:9]1[N:10]=[CH:11][C:6]2[CH:5]=[CH:4][C:3](=[O:16])[N:2]([CH3:1])[C:7]=2[N:8]=1)[CH2:4][CH2:5][CH3:6].